This data is from Full USPTO retrosynthesis dataset with 1.9M reactions from patents (1976-2016). The task is: Predict the reactants needed to synthesize the given product. (1) Given the product [NH2:1][C:2]1[N:7]=[CH:6][C:5]([C:8]2[CH:9]=[CH:10][C:11]([C:12]([NH:34][CH2:29][CH2:28][N:27]([CH3:32])[CH3:26])=[O:14])=[CH:15][CH:16]=2)=[CH:4][C:3]=1[C:17]1[O:18][C:19]2[C:24]([N:25]=1)=[CH:23][CH:22]=[CH:21][N:20]=2, predict the reactants needed to synthesize it. The reactants are: [NH2:1][C:2]1[N:7]=[CH:6][C:5]([C:8]2[CH:16]=[CH:15][C:11]([C:12]([OH:14])=O)=[CH:10][CH:9]=2)=[CH:4][C:3]=1[C:17]1[O:18][C:19]2[C:24]([N:25]=1)=[CH:23][CH:22]=[CH:21][N:20]=2.[CH3:26][N:27]1[CH2:32]CO[CH2:29][CH2:28]1.C[N:34]1C(=O)CCC1. (2) Given the product [CH3:24][N:25]([CH3:29])[CH2:26][CH2:27][O:8][C:6]1[C:5]([N+:16]([O-:18])=[O:17])=[C:4]([C:19]2[O:20][CH:21]=[CH:22][CH:23]=2)[N:3]=[C:2]([NH2:1])[N:7]=1, predict the reactants needed to synthesize it. The reactants are: [NH2:1][C:2]1[N:7]=[C:6]([O:8]S(C(F)(F)F)(=O)=O)[C:5]([N+:16]([O-:18])=[O:17])=[C:4]([C:19]2[O:20][CH:21]=[CH:22][CH:23]=2)[N:3]=1.[CH3:24][N:25]([CH3:29])[CH2:26][CH2:27]O.C1CCN2C(=NCCC2)CC1. (3) Given the product [Cl:1][C:2]1[C:3]2[CH2:16][N:17]([C:18]3[CH:27]=[C:26]4[C:21]([CH2:22][CH2:23][CH:24]([C:28]5[C:33]([F:34])=[CH:32][CH:31]=[CH:30][N:29]=5)[O:25]4)=[CH:20][C:19]=3[CH3:35])[C:44](=[O:46])[NH:15][C:4]=2[C:5]([C:8]2[C:9]([CH3:14])=[N:10][O:11][C:12]=2[CH3:13])=[N:6][CH:7]=1, predict the reactants needed to synthesize it. The reactants are: [Cl:1][C:2]1[C:3]([CH2:16][NH:17][C:18]2[CH:27]=[C:26]3[C:21]([CH2:22][CH2:23][CH:24]([C:28]4[C:33]([F:34])=[CH:32][CH:31]=[CH:30][N:29]=4)[O:25]3)=[CH:20][C:19]=2[CH3:35])=[C:4]([NH2:15])[C:5]([C:8]2[C:9]([CH3:14])=[N:10][O:11][C:12]=2[CH3:13])=[N:6][CH:7]=1.C(N(CC)CC)C.Cl[C:44](Cl)([O:46]C(=O)OC(Cl)(Cl)Cl)Cl.C(=O)([O-])[O-].[K+].[K+]. (4) Given the product [C:1]([O:9][C@H:10]([C@@H:13]1[CH2:17][C@@H:16]([CH3:18])[CH:15]([O:19][C:20](=[O:22])[CH3:21])[O:14]1)[CH2:11][CH3:12])(=[O:8])[C:2]1[CH:7]=[CH:6][CH:5]=[CH:4][CH:3]=1, predict the reactants needed to synthesize it. The reactants are: [C:1]([O:9][C@H:10]([C@@H:13]1[CH2:17][C@@H:16]([CH3:18])[CH:15]([OH:19])[O:14]1)[CH2:11][CH3:12])(=[O:8])[C:2]1[CH:7]=[CH:6][CH:5]=[CH:4][CH:3]=1.[C:20](OC(=O)C)(=[O:22])[CH3:21]. (5) Given the product [CH:38]([O:37][C:34](=[O:36])[CH3:35])([CH3:40])[CH3:39].[CH:3]([CH2:15][C:38]([CH3:39])([CH3:40])[CH3:28])([CH3:4])[CH3:1], predict the reactants needed to synthesize it. The reactants are: [C:1]([C:3]1[CH:15]=CC(OC(C)(C)C(O)=O)=C[CH:4]=1)#N.COC(OC)OC.S(=O)(=O)(O)O.[C:28](=O)([O-])[O-].[K+].[K+].[C:34]([O:37][CH:38]([CH3:40])[CH3:39])(=[O:36])[CH3:35]. (6) The reactants are: C(OC[CH:10]([C:19]1[NH:20][C:21]([C:29]2[CH:38]=[CH:37][CH:36]=[C:35]3[C:30]=2[N:31]=[C:32]([NH:40][C:41]2(C)[CH2:43][CH2:42]2)[C:33]([CH3:39])=[N:34]3)=[CH:22][C:23]=1[C:24]([O:26][CH2:27][CH3:28])=[O:25])[NH:11][C:12]([O:14][C:15]([CH3:18])([CH3:17])[CH3:16])=[O:13])C1C=CC=CC=1.C(OC(NCC(=O)CC([O-])=O)=O)(C)(C)C.C([O-])([O-])=O.[K+].[K+].BrCC(C1C(F)=CC=C2C=1N=C(NC1CC1)C(C)=N2)=O.C(OC(NCC(=O)C(CC(C1C=CC=C2C=1N=C(NC1CC1)C(C)=N2)=O)C(OCC)=O)=O)(C)(C)C. Given the product [C:15]([O:14][C:12]([NH:11][CH2:10][C:19]1[NH:20][C:21]([C:29]2[CH:38]=[CH:37][CH:36]=[C:35]3[C:30]=2[N:31]=[C:32]([NH:40][CH:41]2[CH2:42][CH2:43]2)[C:33]([CH3:39])=[N:34]3)=[CH:22][C:23]=1[C:24]([O:26][CH2:27][CH3:28])=[O:25])=[O:13])([CH3:16])([CH3:17])[CH3:18], predict the reactants needed to synthesize it. (7) Given the product [Cl:19][C:15]1[CH:16]=[C:17]([CH3:18])[C:12]([NH:11][C:9]2[N:8]([CH3:22])[C:7]3[C:2]([C:24]#[N:25])=[CH:3][CH:4]=[CH:5][C:6]=3[N:10]=2)=[C:13]([O:20][CH3:21])[CH:14]=1, predict the reactants needed to synthesize it. The reactants are: Br[C:2]1[C:7]2[N:8]([CH3:22])[C:9]([NH:11][C:12]3[C:17]([CH3:18])=[CH:16][C:15]([Cl:19])=[CH:14][C:13]=3[O:20][CH3:21])=[N:10][C:6]=2[CH:5]=[CH:4][CH:3]=1.[Cu](C#N)[C:24]#[N:25].O. (8) Given the product [Cl:25][C:20]1[CH:21]=[CH:22][CH:23]=[CH:24][C:19]=1[N:17]([CH3:18])[C:15]([C:13]1[S:12][C:11]2[C:5]3[CH:4]=[CH:3][C:2]([C:34]([NH:49][CH2:48][CH2:47][N:46]([CH3:50])[C:39](=[O:40])[O:41][C:42]([CH3:43])([CH3:44])[CH3:45])=[O:35])=[CH:26][C:6]=3[O:7][CH2:8][CH2:9][C:10]=2[CH:14]=1)=[O:16], predict the reactants needed to synthesize it. The reactants are: Br[C:2]1[CH:3]=[CH:4][C:5]2[C:11]3[S:12][C:13]([C:15]([N:17]([C:19]4[CH:24]=[CH:23][CH:22]=[CH:21][C:20]=4[Cl:25])[CH3:18])=[O:16])=[CH:14][C:10]=3[CH2:9][CH2:8][O:7][C:6]=2[CH:26]=1.C(C(N)CN(C)[C:34](=O)[OH:35])(C)(C)C.[C:39]([N:46]([CH3:50])[CH2:47][CH2:48][NH2:49])([O:41][C:42]([CH3:45])([CH3:44])[CH3:43])=[O:40]. (9) Given the product [F:17][C:12]1[CH:13]=[CH:14][C:15]([F:33])=[CH:16][C:11]=1[N:10]1[C:5]2[CH:4]=[CH:3][C:2]([F:1])=[CH:25][C:6]=2[CH2:7][CH:8]([CH2:20][CH2:21][CH2:22][NH:23][CH3:24])[S:9]1(=[O:19])=[O:18], predict the reactants needed to synthesize it. The reactants are: [F:1][C:2]1[CH:3]=[CH:4][C:5]2[N:10]([C:11]3[CH:16]=[CH:15][CH:14]=[CH:13][C:12]=3[F:17])[S:9](=[O:19])(=[O:18])[CH:8]([CH2:20][CH2:21][CH2:22][NH:23][CH3:24])[CH2:7][C:6]=2[CH:25]=1.BrC1C=CC([F:33])=CC=1CCS(Cl)(=O)=O.FC1C=CC(F)=CC=1N.CN(C)CC. (10) Given the product [NH2:15][C:12]1[CH:13]=[CH:14][C:9]([OH:8])=[C:10]([CH3:19])[C:11]=1[F:18], predict the reactants needed to synthesize it. The reactants are: C([O:8][C:9]1[CH:14]=[CH:13][C:12]([N+:15]([O-])=O)=[C:11]([F:18])[C:10]=1[CH3:19])C1C=CC=CC=1.